This data is from Reaction yield outcomes from USPTO patents with 853,638 reactions. The task is: Predict the reaction yield, written as a fraction of the theoretical maximum amount of product (1.0 means a 100% yield; for example, 0.34 means a 34% yield). (1) The reactants are Cl[C:2]1[CH:7]=[C:6]([Cl:8])[N:5]=[C:4]([S:9][CH3:10])[N:3]=1.[F:11][CH:12]([F:24])[C:13]1[NH:17][C:16]2[CH:18]=[CH:19][CH:20]=[C:21]([O:22][CH3:23])[C:15]=2[N:14]=1.C([O-])([O-])=O.[K+].[K+]. The catalyst is CS(C)=O.O. The product is [Cl:8][C:6]1[N:5]=[C:4]([S:9][CH3:10])[N:3]=[C:2]([N:17]2[C:16]3[CH:18]=[CH:19][CH:20]=[C:21]([O:22][CH3:23])[C:15]=3[N:14]=[C:13]2[CH:12]([F:11])[F:24])[CH:7]=1. The yield is 0.410. (2) The reactants are C[C:2]([O-:5])(C)C.[Na+].Br[C:8]1[CH:13]=[CH:12][CH:11]=[CH:10][C:9]=1/[CH:14]=[C:15](\Br)/[C:16]1[CH:21]=[CH:20][CH:19]=[CH:18][CH:17]=1.[CH3:23][O:24][C:25]1[CH:32]=[CH:31][C:28]([CH2:29][NH2:30])=[CH:27][CH:26]=1. The catalyst is C1(C)C=CC=CC=1.C1C=CC(/C=C/C(/C=C/C2C=CC=CC=2)=O)=CC=1.C1C=CC(/C=C/C(/C=C/C2C=CC=CC=2)=O)=CC=1.C1C=CC(/C=C/C(/C=C/C2C=CC=CC=2)=O)=CC=1.[Pd].[Pd].CC1(C)C2C(=C(P(C3C=CC=CC=3)C3C=CC=CC=3)C=CC=2)OC2C(P(C3C=CC=CC=3)C3C=CC=CC=3)=CC=CC1=2. The product is [CH3:23][O:24][C:25]1[CH:32]=[CH:31][C:28]([CH2:29][N:30]2[C:15]([C:16]3[CH:21]=[CH:20][CH:19]=[CH:18][CH:17]=3)=[CH:14][C:9]3[C:8](=[CH:13][CH:12]=[CH:11][CH:10]=3)[C:2]2=[O:5])=[CH:27][CH:26]=1. The yield is 0.540. (3) The reactants are [CH2:1]([O:8][C@@H:9]1[C@@H:15]([O:16][CH2:17][C:18]2[CH:23]=[CH:22][CH:21]=[CH:20][CH:19]=2)[C@H:14]([O:24][CH2:25][C:26]2[CH:31]=[CH:30][CH:29]=[CH:28][CH:27]=2)[C@@H:13]([CH2:32][O:33][CH2:34][C:35]2[CH:40]=[CH:39][CH:38]=[CH:37][CH:36]=2)[O:12][C:10]1=[O:11])[C:2]1[CH:7]=[CH:6][CH:5]=[CH:4][CH:3]=1.[Li][CH3:42]. The catalyst is C1COCC1. The product is [CH2:1]([O:8][C@@H:9]1[C@@H:15]([O:16][CH2:17][C:18]2[CH:23]=[CH:22][CH:21]=[CH:20][CH:19]=2)[C@H:14]([O:24][CH2:25][C:26]2[CH:27]=[CH:28][CH:29]=[CH:30][CH:31]=2)[C@@H:13]([CH2:32][O:33][CH2:34][C:35]2[CH:36]=[CH:37][CH:38]=[CH:39][CH:40]=2)[O:12][C:10]1([OH:11])[CH3:42])[C:2]1[CH:3]=[CH:4][CH:5]=[CH:6][CH:7]=1. The yield is 0.950.